Dataset: Forward reaction prediction with 1.9M reactions from USPTO patents (1976-2016). Task: Predict the product of the given reaction. The product is: [CH2:8]([O:15][C:16](=[O:24])[NH:17][CH:18]([C:19]1[N:7]=[C:2]2[N:3]=[CH:4][CH:5]=[CH:6][N:1]2[CH:20]=1)[CH3:23])[C:9]1[CH:14]=[CH:13][CH:12]=[CH:11][CH:10]=1. Given the reactants [N:1]1[CH:6]=[CH:5][CH:4]=[N:3][C:2]=1[NH2:7].[CH2:8]([O:15][C:16](=[O:24])[NH:17][CH:18]([CH3:23])[C:19](=O)[CH2:20]Br)[C:9]1[CH:14]=[CH:13][CH:12]=[CH:11][CH:10]=1, predict the reaction product.